This data is from Forward reaction prediction with 1.9M reactions from USPTO patents (1976-2016). The task is: Predict the product of the given reaction. Given the reactants [C:1]([C:4]1[CH:9]=[CH:8][C:7](B(O)O)=[CH:6][CH:5]=1)(=[O:3])[NH2:2].Cl[C:14]1[CH2:18][C@H:17]([CH:19]2[CH2:23][CH2:22][CH2:21][CH2:20]2)[N:16]([C:24]2[CH:31]=[CH:30][C:27]([C:28]#[N:29])=[C:26]([CH3:32])[N:25]=2)[N:15]=1, predict the reaction product. The product is: [C:28]([C:27]1[CH:30]=[CH:31][C:24]([N:16]2[C@@H:17]([CH:19]3[CH2:23][CH2:22][CH2:21][CH2:20]3)[CH2:18][C:14]([C:7]3[CH:8]=[CH:9][C:4]([C:1]([NH2:2])=[O:3])=[CH:5][CH:6]=3)=[N:15]2)=[N:25][C:26]=1[CH3:32])#[N:29].